From a dataset of Forward reaction prediction with 1.9M reactions from USPTO patents (1976-2016). Predict the product of the given reaction. (1) Given the reactants [C@@H:1]([N:5]1[C:13]2[CH:12]=[C:11]([Cl:14])[N:10]=[CH:9][C:8]=2[C:7](I)=[N:6]1)([CH2:3][CH3:4])[CH3:2].C(O)(=O)C(O)=O.[CH2:22]1[C:25]2([CH2:28][NH:27][CH2:26]2)[CH2:24][O:23]1.C1(P(C2C=CC=CC=2)C2C3OC4C(=CC=CC=4P(C4C=CC=CC=4)C4C=CC=CC=4)C(C)(C)C=3C=CC=2)C=CC=CC=1.C(=O)([O-])[O-].[Cs+].[Cs+], predict the reaction product. The product is: [C@@H:1]([N:5]1[C:13]2[CH:12]=[C:11]([Cl:14])[N:10]=[CH:9][C:8]=2[C:7]([N:27]2[CH2:28][C:25]3([CH2:22][O:23][CH2:24]3)[CH2:26]2)=[N:6]1)([CH2:3][CH3:4])[CH3:2]. (2) The product is: [F:8][C:9]1[C:14]([F:15])=[CH:13][CH:12]=[CH:11][C:10]=1[C:16]1[N:37]=[C:19]2[CH:20]=[N:21][N:22]([CH2:24][C:25]3[O:29][N:28]=[C:27]([C:30]4[CH:35]=[CH:34][C:33]([C:41]#[C:40][C:39]([CH3:43])([CH3:42])[CH3:38])=[CH:32][CH:31]=4)[CH:26]=3)[CH:23]=[C:18]2[N:17]=1. Given the reactants C(N(CC)CC)C.[F:8][C:9]1[C:14]([F:15])=[CH:13][CH:12]=[CH:11][C:10]=1[C:16]1[N:37]=[C:19]2[CH:20]=[N:21][N:22]([CH2:24][C:25]3[O:29][N:28]=[C:27]([C:30]4[CH:35]=[CH:34][C:33](I)=[CH:32][CH:31]=4)[CH:26]=3)[CH:23]=[C:18]2[N:17]=1.[CH3:38][C:39]([CH3:43])([CH3:42])[C:40]#[CH:41], predict the reaction product. (3) The product is: [F:17][C:15]([F:16])([F:18])[C:14]1[C:9]([C:6]2[CH:5]=[CH:4][C:3](=[O:2])[NH:8][CH:7]=2)=[N:10][CH:11]=[CH:12][CH:13]=1. Given the reactants C[O:2][C:3]1[N:8]=[CH:7][C:6]([C:9]2[C:14]([C:15]([F:18])([F:17])[F:16])=[CH:13][CH:12]=[CH:11][N:10]=2)=[CH:5][CH:4]=1, predict the reaction product. (4) The product is: [NH2:35][C:20]1[C:21]([NH:23][C@H:24]2[C:33]3[C:28](=[C:29]([F:34])[CH:30]=[CH:31][CH:32]=3)[O:27][CH2:26][CH2:25]2)=[N:22][C:17]([NH:16][C:4]2[CH:3]=[C:2]([F:1])[CH:7]=[CH:6][C:5]=2[NH:8][C:9](=[O:15])[O:10][C:11]([CH3:13])([CH3:14])[CH3:12])=[N:18][CH:19]=1. Given the reactants [F:1][C:2]1[CH:7]=[CH:6][C:5]([NH:8][C:9](=[O:15])[O:10][C:11]([CH3:14])([CH3:13])[CH3:12])=[C:4]([NH:16][C:17]2[N:22]=[C:21]([NH:23][C@H:24]3[C:33]4[C:28](=[C:29]([F:34])[CH:30]=[CH:31][CH:32]=4)[O:27][CH2:26][CH2:25]3)[C:20]([N+:35]([O-])=O)=[CH:19][N:18]=2)[CH:3]=1.S(S([O-])=O)([O-])=O.[Na+].[Na+].C(=O)(O)[O-].[Na+].[Cl-].[Na+], predict the reaction product. (5) Given the reactants [CH3:1][O:2][C:3]1[CH:49]=[CH:48][C:6]([CH2:7][N:8]2[C:12]3=[N:13][CH:14]=[CH:15][C:16]([O:17][C:18]4[CH:23]=[CH:22][C:21]([C:24](=[O:34])[NH:25][C:26]5[CH:31]=[C:30]([O:32][CH3:33])[CH:29]=[CH:28][N:27]=5)=[CH:20][CH:19]=4)=[C:11]3[C:10]([NH:35][C@@H:36]3[CH2:40][CH2:39][N:38](C(OC(C)(C)C)=O)[CH2:37]3)=[N:9]2)=[CH:5][CH:4]=1.Cl.O1CCOCC1, predict the reaction product. The product is: [CH3:1][O:2][C:3]1[CH:4]=[CH:5][C:6]([CH2:7][N:8]2[C:12]3=[N:13][CH:14]=[CH:15][C:16]([O:17][C:18]4[CH:23]=[CH:22][C:21]([C:24]([NH:25][C:26]5[CH:31]=[C:30]([O:32][CH3:33])[CH:29]=[CH:28][N:27]=5)=[O:34])=[CH:20][CH:19]=4)=[C:11]3[C:10]([NH:35][C@@H:36]3[CH2:40][CH2:39][NH:38][CH2:37]3)=[N:9]2)=[CH:48][CH:49]=1.